This data is from Full USPTO retrosynthesis dataset with 1.9M reactions from patents (1976-2016). The task is: Predict the reactants needed to synthesize the given product. (1) Given the product [CH:1]1([C:4]2[NH:8][N:7]=[C:6]([NH:9][C:10]3[C:17]([F:18])=[CH:16][C:13]([C:14]#[N:15])=[C:12]([NH:30][C@H:28]([C:22]4[C:21]([F:20])=[CH:26][C:25]([F:27])=[CH:24][N:23]=4)[CH3:29])[N:11]=3)[CH:5]=2)[CH2:3][CH2:2]1, predict the reactants needed to synthesize it. The reactants are: [CH:1]1([C:4]2[NH:8][N:7]=[C:6]([NH:9][C:10]3[C:17]([F:18])=[CH:16][C:13]([C:14]#[N:15])=[C:12](F)[N:11]=3)[CH:5]=2)[CH2:3][CH2:2]1.[F:20][C:21]1[C:22]([C@@H:28]([NH2:30])[CH3:29])=[N:23][CH:24]=[C:25]([F:27])[CH:26]=1. (2) Given the product [NH2:3][CH2:4][C:5]([C:7]1[N:8]=[CH:9][N:10]([CH2:13][C:14]2[CH:19]=[CH:18][CH:17]=[CH:16][CH:15]=2)[C:11]=1[NH2:12])=[O:6], predict the reactants needed to synthesize it. The reactants are: Cl.Cl.[NH2:3][CH2:4][C:5]([C:7]1[N:8]=[CH:9][N:10]([CH2:13][C:14]2[CH:19]=[CH:18][CH:17]=[CH:16][CH:15]=2)[C:11]=1[NH2:12])=[O:6].[OH-].[Na+]. (3) Given the product [F:1][C:2]1[CH:28]=[CH:27][CH:26]=[CH:25][C:3]=1[CH2:4][N:5]1[C:9]2=[N:10][CH:11]=[CH:12][CH:13]=[C:8]2[C:7]([C:14]2[N:19]=[C:18]([NH2:20])[C:17]([NH2:21])=[C:16]([CH3:24])[N:15]=2)=[N:6]1, predict the reactants needed to synthesize it. The reactants are: [F:1][C:2]1[CH:28]=[CH:27][CH:26]=[CH:25][C:3]=1[CH2:4][N:5]1[C:9]2=[N:10][CH:11]=[CH:12][CH:13]=[C:8]2[C:7]([C:14]2[N:19]=[C:18]([NH2:20])[C:17]([N+:21]([O-])=O)=[C:16]([CH3:24])[N:15]=2)=[N:6]1.[H][H].